Dataset: Full USPTO retrosynthesis dataset with 1.9M reactions from patents (1976-2016). Task: Predict the reactants needed to synthesize the given product. Given the product [C:6]([O:10][C:11]([C:13]1[C:14]([N:1]2[CH2:5][CH2:4][CH2:3][CH2:2]2)=[N:15][C:16]2[C:21]([C:22]=1[C:23]1[CH:28]=[CH:27][CH:26]=[C:25]([CH:29]([CH3:30])[CH3:31])[CH:24]=1)=[CH:20][C:19]([Cl:32])=[CH:18][CH:17]=2)=[O:12])([CH3:9])([CH3:8])[CH3:7], predict the reactants needed to synthesize it. The reactants are: [NH:1]1[CH2:5][CH2:4][CH2:3][CH2:2]1.[C:6]([O:10][C:11]([C:13]1[C:14](OS(C(F)(F)F)(=O)=O)=[N:15][C:16]2[C:21]([C:22]=1[C:23]1[CH:28]=[CH:27][CH:26]=[C:25]([CH:29]([CH3:31])[CH3:30])[CH:24]=1)=[CH:20][C:19]([Cl:32])=[CH:18][CH:17]=2)=[O:12])([CH3:9])([CH3:8])[CH3:7].C(=O)([O-])[O-].[K+].[K+].